Regression. Given two drug SMILES strings and cell line genomic features, predict the synergy score measuring deviation from expected non-interaction effect. From a dataset of NCI-60 drug combinations with 297,098 pairs across 59 cell lines. (1) Drug 1: C1=CC(=CC=C1C#N)C(C2=CC=C(C=C2)C#N)N3C=NC=N3. Cell line: NCI-H322M. Synergy scores: CSS=3.54, Synergy_ZIP=-3.35, Synergy_Bliss=-3.70, Synergy_Loewe=3.65, Synergy_HSA=-4.71. Drug 2: CN1C2=C(C=C(C=C2)N(CCCl)CCCl)N=C1CCCC(=O)O.Cl. (2) Drug 1: CCC1=CC2CC(C3=C(CN(C2)C1)C4=CC=CC=C4N3)(C5=C(C=C6C(=C5)C78CCN9C7C(C=CC9)(C(C(C8N6C)(C(=O)OC)O)OC(=O)C)CC)OC)C(=O)OC.C(C(C(=O)O)O)(C(=O)O)O. Drug 2: CCC1(CC2CC(C3=C(CCN(C2)C1)C4=CC=CC=C4N3)(C5=C(C=C6C(=C5)C78CCN9C7C(C=CC9)(C(C(C8N6C)(C(=O)OC)O)OC(=O)C)CC)OC)C(=O)OC)O.OS(=O)(=O)O. Cell line: SN12C. Synergy scores: CSS=36.7, Synergy_ZIP=-2.01, Synergy_Bliss=0.549, Synergy_Loewe=3.82, Synergy_HSA=4.34. (3) Drug 1: CC1CCC2CC(C(=CC=CC=CC(CC(C(=O)C(C(C(=CC(C(=O)CC(OC(=O)C3CCCCN3C(=O)C(=O)C1(O2)O)C(C)CC4CCC(C(C4)OC)O)C)C)O)OC)C)C)C)OC. Drug 2: CS(=O)(=O)CCNCC1=CC=C(O1)C2=CC3=C(C=C2)N=CN=C3NC4=CC(=C(C=C4)OCC5=CC(=CC=C5)F)Cl. Cell line: SNB-19. Synergy scores: CSS=11.7, Synergy_ZIP=7.68, Synergy_Bliss=13.0, Synergy_Loewe=8.64, Synergy_HSA=12.6. (4) Drug 1: COC1=C(C=C2C(=C1)N=CN=C2NC3=CC(=C(C=C3)F)Cl)OCCCN4CCOCC4. Drug 2: C1=CN(C=N1)CC(O)(P(=O)(O)O)P(=O)(O)O. Cell line: SK-MEL-2. Synergy scores: CSS=5.13, Synergy_ZIP=-5.42, Synergy_Bliss=-10.4, Synergy_Loewe=-14.5, Synergy_HSA=-10.3. (5) Drug 1: COC1=NC(=NC2=C1N=CN2C3C(C(C(O3)CO)O)O)N. Drug 2: CCC1(CC2CC(C3=C(CCN(C2)C1)C4=CC=CC=C4N3)(C5=C(C=C6C(=C5)C78CCN9C7C(C=CC9)(C(C(C8N6C)(C(=O)OC)O)OC(=O)C)CC)OC)C(=O)OC)O.OS(=O)(=O)O. Cell line: RPMI-8226. Synergy scores: CSS=51.1, Synergy_ZIP=0.378, Synergy_Bliss=-2.05, Synergy_Loewe=-2.88, Synergy_HSA=-3.09. (6) Drug 1: C1=NC2=C(N=C(N=C2N1C3C(C(C(O3)CO)O)F)Cl)N. Drug 2: CCN(CC)CCCC(C)NC1=C2C=C(C=CC2=NC3=C1C=CC(=C3)Cl)OC. Cell line: SK-OV-3. Synergy scores: CSS=13.8, Synergy_ZIP=-5.23, Synergy_Bliss=-1.80, Synergy_Loewe=-0.781, Synergy_HSA=-0.184. (7) Drug 1: CC1=C(C=C(C=C1)NC(=O)C2=CC=C(C=C2)CN3CCN(CC3)C)NC4=NC=CC(=N4)C5=CN=CC=C5. Drug 2: C1=NNC2=C1C(=O)NC=N2. Cell line: K-562. Synergy scores: CSS=46.8, Synergy_ZIP=-3.30, Synergy_Bliss=-4.68, Synergy_Loewe=-10.4, Synergy_HSA=-3.11. (8) Drug 1: CN(CC1=CN=C2C(=N1)C(=NC(=N2)N)N)C3=CC=C(C=C3)C(=O)NC(CCC(=O)O)C(=O)O. Drug 2: C(CCl)NC(=O)N(CCCl)N=O. Cell line: ACHN. Synergy scores: CSS=37.6, Synergy_ZIP=-0.191, Synergy_Bliss=-0.721, Synergy_Loewe=-1.91, Synergy_HSA=-1.86. (9) Drug 1: CC1OCC2C(O1)C(C(C(O2)OC3C4COC(=O)C4C(C5=CC6=C(C=C35)OCO6)C7=CC(=C(C(=C7)OC)O)OC)O)O. Drug 2: CC1=C(C=C(C=C1)C(=O)NC2=CC(=CC(=C2)C(F)(F)F)N3C=C(N=C3)C)NC4=NC=CC(=N4)C5=CN=CC=C5. Cell line: COLO 205. Synergy scores: CSS=47.7, Synergy_ZIP=0.222, Synergy_Bliss=2.40, Synergy_Loewe=-5.42, Synergy_HSA=-0.646. (10) Drug 1: COC1=NC(=NC2=C1N=CN2C3C(C(C(O3)CO)O)O)N. Drug 2: CCC1(CC2CC(C3=C(CCN(C2)C1)C4=CC=CC=C4N3)(C5=C(C=C6C(=C5)C78CCN9C7C(C=CC9)(C(C(C8N6C)(C(=O)OC)O)OC(=O)C)CC)OC)C(=O)OC)O.OS(=O)(=O)O. Cell line: HT29. Synergy scores: CSS=41.6, Synergy_ZIP=-1.82, Synergy_Bliss=-3.03, Synergy_Loewe=-1.26, Synergy_HSA=-1.33.